This data is from Forward reaction prediction with 1.9M reactions from USPTO patents (1976-2016). The task is: Predict the product of the given reaction. (1) Given the reactants O1C2C=CC=CC=2N=C1.NC1C=CC=CC=1.C(OC([N:24]1[CH2:29][CH2:28][N:27]([S:30]([C:33]2[C:41]3[O:40]C(C(C)(C)C)=[N:38][C:37]=3[CH:36]=[CH:35][C:34]=2[Cl:46])(=[O:32])=[O:31])[CH2:26][CH2:25]1)=O)(C)(C)C.OS(O)(=O)=O, predict the reaction product. The product is: [NH2:38][C:37]1[C:41]([OH:40])=[C:33]([S:30]([N:27]2[CH2:28][CH2:29][NH:24][CH2:25][CH2:26]2)(=[O:32])=[O:31])[C:34]([Cl:46])=[CH:35][CH:36]=1. (2) Given the reactants [F:1][C:2]([F:50])([F:49])[C:3]1[CH:4]=[C:5]([CH:42]=[C:43]([C:45]([F:48])([F:47])[F:46])[CH:44]=1)[CH2:6][N:7]([CH2:23][C:24]1[CH:29]=[C:28]([C:30]([F:33])([F:32])[F:31])[CH:27]=[CH:26][C:25]=1[N:34]([C:37]([O:39][CH2:40][CH3:41])=[O:38])[CH2:35][CH3:36])[C:8]1[N:13]=[CH:12][C:11]([O:14][CH2:15][CH2:16][CH2:17][C:18]([O:20]CC)=[O:19])=[CH:10][N:9]=1.[OH-].[Na+], predict the reaction product. The product is: [F:50][C:2]([F:1])([F:49])[C:3]1[CH:4]=[C:5]([CH:42]=[C:43]([C:45]([F:46])([F:47])[F:48])[CH:44]=1)[CH2:6][N:7]([CH2:23][C:24]1[CH:29]=[C:28]([C:30]([F:33])([F:32])[F:31])[CH:27]=[CH:26][C:25]=1[N:34]([C:37]([O:39][CH2:40][CH3:41])=[O:38])[CH2:35][CH3:36])[C:8]1[N:9]=[CH:10][C:11]([O:14][CH2:15][CH2:16][CH2:17][C:18]([OH:20])=[O:19])=[CH:12][N:13]=1. (3) Given the reactants [CH:1]1([C:7](=[O:17])[CH2:8][C:9]2[CH:16]=[CH:15][C:12]([C:13]#[N:14])=[CH:11][CH:10]=2)[CH2:6][CH2:5][CH2:4][CH2:3][CH2:2]1, predict the reaction product. The product is: [CH:1]1([C:7](=[O:17])[CH2:8][C:9]2[CH:16]=[CH:15][C:12]([CH2:13][NH2:14])=[CH:11][CH:10]=2)[CH2:6][CH2:5][CH2:4][CH2:3][CH2:2]1. (4) Given the reactants [Cl:1][C:2]1[CH:7]=[C:6](I)[CH:5]=[CH:4][C:3]=1[NH:9][C:10]1[C:22]([F:23])=[C:21]([F:24])[CH:20]=[CH:19][C:11]=1[C:12]([NH:14][O:15][CH2:16][CH2:17][OH:18])=[O:13].[CH3:25][Si:26]([C:29]#[CH:30])([CH3:28])[CH3:27], predict the reaction product. The product is: [Cl:1][C:2]1[CH:7]=[C:6]([C:30]#[C:29][Si:26]([CH3:28])([CH3:27])[CH3:25])[CH:5]=[CH:4][C:3]=1[NH:9][C:10]1[C:22]([F:23])=[C:21]([F:24])[CH:20]=[CH:19][C:11]=1[C:12]([NH:14][O:15][CH2:16][CH2:17][OH:18])=[O:13]. (5) Given the reactants [CH3:1][O:2][C:3]1[CH:4]=[C:5]2C(=[CH:10][CH:11]=1)NC=[CH:6]2.[OH-].[K+].[I:14]I.[H-].[Na+].IC.[CH3:20][N:21]([CH:23]=O)[CH3:22], predict the reaction product. The product is: [I:14][C:6]1[C:5]2[C:22](=[CH:10][CH:11]=[C:3]([O:2][CH3:1])[CH:4]=2)[N:21]([CH3:20])[CH:23]=1. (6) The product is: [CH2:17]([N:10]1[C:9]2[C:4](=[O:3])[NH:5][CH2:6][CH2:7][C:8]=2[C:16]2[C:11]1=[CH:12][CH:13]=[CH:14][CH:15]=2)[CH3:18]. Given the reactants C([O:3][C:4](=O)[NH:5][CH2:6][CH2:7][C:8]1[C:16]2[C:11](=[CH:12][CH:13]=[CH:14][CH:15]=2)[N:10]([CH2:17][CH3:18])[CH:9]=1)C.O=P12OP3(OP(OP(O3)(O1)=O)(=O)O2)=O, predict the reaction product. (7) Given the reactants [F:1][C:2]1[C:10]([CH3:11])=[C:9]([F:12])[CH:8]=[CH:7][C:3]=1[C:4](O)=[O:5].CN(C)C=O.S(Cl)([Cl:20])=O, predict the reaction product. The product is: [F:1][C:2]1[C:10]([CH3:11])=[C:9]([F:12])[CH:8]=[CH:7][C:3]=1[C:4]([Cl:20])=[O:5].